The task is: Predict which catalyst facilitates the given reaction.. This data is from Catalyst prediction with 721,799 reactions and 888 catalyst types from USPTO. (1) Reactant: F[C:2]1[CH:10]=[CH:9][C:5]([C:6]([OH:8])=[O:7])=[CH:4][C:3]=1[N+:11]([O-:13])=[O:12].[CH2:14]([NH2:16])[CH3:15]. Product: [CH2:14]([NH:16][C:2]1[CH:10]=[CH:9][C:5]([C:6]([OH:8])=[O:7])=[CH:4][C:3]=1[N+:11]([O-:13])=[O:12])[CH3:15]. The catalyst class is: 5. (2) Reactant: [Br:1][C:2]1[CH:9]=[C:6]([CH:7]=[O:8])[C:5]([OH:10])=[CH:4][CH:3]=1.[Cl:11]Cl. Product: [Cl:11][C:4]1[C:5]([OH:10])=[C:6]([CH:9]=[C:2]([Br:1])[CH:3]=1)[CH:7]=[O:8]. The catalyst class is: 15. (3) Reactant: Cl[C:2]1[CH:3]=[CH:4][C:5]2[N:6]([C:8]([C:11]3[S:15][C:14]4[CH:16]=[C:17]([O:20][CH3:21])[CH:18]=[CH:19][C:13]=4[CH:12]=3)=[CH:9][N:10]=2)[N:7]=1.O.C1(C)C=CC(S(O)(=O)=O)=CC=1.[NH2:34][C@H:35]1[CH2:40][CH2:39][C@H:38]([OH:41])[CH2:37][CH2:36]1. Product: [CH3:21][O:20][C:17]1[CH:18]=[CH:19][C:13]2[CH:12]=[C:11]([C:8]3[N:6]4[N:7]=[C:2]([NH:34][C@H:35]5[CH2:40][CH2:39][C@H:38]([OH:41])[CH2:37][CH2:36]5)[CH:3]=[CH:4][C:5]4=[N:10][CH:9]=3)[S:15][C:14]=2[CH:16]=1. The catalyst class is: 58. (4) Reactant: [CH3:1][C:2]1[C:7]([CH:8]([S:18]([C:21]2[CH:26]=[CH:25][CH:24]=[CH:23][CH:22]=2)(=[O:20])=[O:19])[C:9]2[C:14]([F:15])=[CH:13][CH:12]=[C:11]([F:16])[C:10]=2[F:17])=[CH:6][N:5]=[C:4]([C:27](O)=[O:28])[CH:3]=1.F[P-](F)(F)(F)(F)F.[N:37]1(O[P+](N2CCCC2)(N2CCCC2)N2CCCC2)C2C=CC=CC=2N=N1.N1(O)C2C=CC=CC=2N=N1.[Cl-].[NH4+].C(N(C(C)C)C(C)C)C. Product: [CH3:1][C:2]1[C:7]([CH:8]([S:18]([C:21]2[CH:26]=[CH:25][CH:24]=[CH:23][CH:22]=2)(=[O:19])=[O:20])[C:9]2[C:14]([F:15])=[CH:13][CH:12]=[C:11]([F:16])[C:10]=2[F:17])=[CH:6][N:5]=[C:4]([C:27]([NH2:37])=[O:28])[CH:3]=1. The catalyst class is: 255. (5) The catalyst class is: 22. Reactant: [F:1][C:2]1[CH:3]=[C:4]([CH2:10][CH2:11][C:12]2[N:13]=[C:14]([NH:17][C:18](=[O:20])[CH3:19])[S:15][CH:16]=2)[CH:5]=[CH:6][C:7]=1[CH2:8]O.S(Cl)([Cl:23])=O. Product: [Cl:23][CH2:8][C:7]1[CH:6]=[CH:5][C:4]([CH2:10][CH2:11][C:12]2[N:13]=[C:14]([NH:17][C:18](=[O:20])[CH3:19])[S:15][CH:16]=2)=[CH:3][C:2]=1[F:1]. (6) Reactant: O[C:2]1[C:11]2[C:6](=[N:7][CH:8]=[CH:9][CH:10]=2)[N:5]([C:12]2[CH:17]=[CH:16][CH:15]=[CH:14][CH:13]=2)[C:4](=[O:18])[C:3]=1[C:19](=O)[CH2:20][CH2:21][C:22]1[CH:23]=[N:24][CH:25]=[CH:26][CH:27]=1.O.[NH2:30][NH2:31]. Product: [C:12]1([N:5]2[C:6]3[N:7]=[CH:8][CH:9]=[CH:10][C:11]=3[C:2]3[NH:30][N:31]=[C:19]([CH2:20][CH2:21][C:22]4[CH:23]=[N:24][CH:25]=[CH:26][CH:27]=4)[C:3]=3[C:4]2=[O:18])[CH:17]=[CH:16][CH:15]=[CH:14][CH:13]=1. The catalyst class is: 8. (7) Reactant: C1C(=O)N([Br:8])C(=O)C1.[CH3:9][Si:10]([CH3:59])([CH3:58])[CH2:11][CH2:12][O:13][CH2:14][N:15]([CH2:50][O:51][CH2:52][CH2:53][Si:54]([CH3:57])([CH3:56])[CH3:55])[C:16]1[N:21]2[N:22]=[CH:23][C:24]([C:25]3[CH:26]=[N:27][C:28]4[C:33]([CH:34]=3)=[CH:32][C:31]([F:35])=[CH:30][CH:29]=4)=[C:20]2[N:19]=[C:18]([NH:36][CH:37]2[CH2:42][CH2:41][N:40]([C:43]([O:45][C:46]([CH3:49])([CH3:48])[CH3:47])=[O:44])[CH2:39][CH2:38]2)[CH:17]=1. Product: [CH3:57][Si:54]([CH3:56])([CH3:55])[CH2:53][CH2:52][O:51][CH2:50][N:15]([CH2:14][O:13][CH2:12][CH2:11][Si:10]([CH3:9])([CH3:58])[CH3:59])[C:16]1[N:21]2[N:22]=[CH:23][C:24]([C:25]3[CH:26]=[N:27][C:28]4[C:33]([CH:34]=3)=[CH:32][C:31]([F:35])=[CH:30][CH:29]=4)=[C:20]2[N:19]=[C:18]([NH:36][CH:37]2[CH2:42][CH2:41][N:40]([C:43]([O:45][C:46]([CH3:49])([CH3:48])[CH3:47])=[O:44])[CH2:39][CH2:38]2)[C:17]=1[Br:8]. The catalyst class is: 496. (8) Reactant: [Cl:1][C:2]1[CH:14]=[C:13]([Cl:15])[CH:12]=[CH:11][C:3]=1[CH2:4][N:5]1[CH2:10][CH2:9][NH:8][CH2:7][CH2:6]1.[O:16]=[C:17]1[C:22]([C:29]2[CH:34]=[CH:33][CH:32]=[CH:31][CH:30]=2)([C:23]2[CH:28]=[CH:27][CH:26]=[CH:25][CH:24]=2)[CH2:21][CH2:20][CH2:19][N:18]1[CH2:35][C:36](O)=[O:37].Cl.C(N=C=NCCCN(C)C)C. Product: [Cl:1][C:2]1[CH:14]=[C:13]([Cl:15])[CH:12]=[CH:11][C:3]=1[CH2:4][N:5]1[CH2:6][CH2:7][N:8]([C:36](=[O:37])[CH2:35][N:18]2[CH2:19][CH2:20][CH2:21][C:22]([C:29]3[CH:34]=[CH:33][CH:32]=[CH:31][CH:30]=3)([C:23]3[CH:28]=[CH:27][CH:26]=[CH:25][CH:24]=3)[C:17]2=[O:16])[CH2:9][CH2:10]1. The catalyst class is: 68. (9) Reactant: [Cl:1][C:2]1[CH:3]=[C:4]2[C:8](=[CH:9][CH:10]=1)[NH:7][CH:6]=[C:5]2[CH2:11][CH2:12][NH:13][C:14](=[O:23])[C:15]1[CH:20]=[CH:19][C:18]([CH2:21]Cl)=[CH:17][CH:16]=1.[NH:24]1[CH2:29][CH2:28][NH:27][CH2:26][CH2:25]1.[I-].[Na+]. Product: [Cl:1][C:2]1[CH:3]=[C:4]2[C:8](=[CH:9][CH:10]=1)[NH:7][CH:6]=[C:5]2[CH2:11][CH2:12][NH:13][C:14](=[O:23])[C:15]1[CH:20]=[CH:19][C:18]([CH2:21][N:24]2[CH2:29][CH2:28][NH:27][CH2:26][CH2:25]2)=[CH:17][CH:16]=1. The catalyst class is: 1.